From a dataset of Full USPTO retrosynthesis dataset with 1.9M reactions from patents (1976-2016). Predict the reactants needed to synthesize the given product. Given the product [F:11][C:12]1[CH:17]=[CH:16][C:15]([C:4]2[CH2:9][CH2:8][CH2:7][C:6](=[O:10])[CH:5]=2)=[CH:14][CH:13]=1, predict the reactants needed to synthesize it. The reactants are: C(O[C:4]1[CH2:9][CH2:8][CH2:7][C:6](=[O:10])[CH:5]=1)C.[F:11][C:12]1[CH:17]=[CH:16][C:15]([Mg]Br)=[CH:14][CH:13]=1.Cl.